From a dataset of Forward reaction prediction with 1.9M reactions from USPTO patents (1976-2016). Predict the product of the given reaction. (1) The product is: [Br:16][CH:11]1[C:10](=[O:15])[CH:9]([C:3]2[CH:4]=[C:5]([F:8])[CH:6]=[CH:7][C:2]=2[F:1])[CH2:14][CH2:13][CH2:12]1. Given the reactants [F:1][C:2]1[CH:7]=[CH:6][C:5]([F:8])=[CH:4][C:3]=1[CH:9]1[CH2:14][CH2:13][CH2:12][CH2:11][C:10]1=[O:15].[Br:16]Br, predict the reaction product. (2) Given the reactants CS(O[CH2:6][C:7]1[CH:12]=[CH:11][C:10]([N+:13]([O-:15])=[O:14])=[CH:9][CH:8]=1)(=O)=O.[C:16]1(=[O:26])[NH:20][C:19](=[O:21])[C:18]2=[CH:22][CH:23]=[CH:24][CH:25]=[C:17]12.[K], predict the reaction product. The product is: [N+:13]([C:10]1[CH:11]=[CH:12][C:7]([CH2:6][N:20]2[C:16](=[O:26])[C:17]3[C:18](=[CH:22][CH:23]=[CH:24][CH:25]=3)[C:19]2=[O:21])=[CH:8][CH:9]=1)([O-:15])=[O:14]. (3) The product is: [Cl:1][C:2]1[CH:9]=[C:8]([CH:7]=[C:6]([Cl:11])[C:3]=1[CH:4]=[O:5])[O:10][CH2:13][C:14]([O:16][CH3:17])=[O:15]. Given the reactants [Cl:1][C:2]1[CH:9]=[C:8]([OH:10])[CH:7]=[C:6]([Cl:11])[C:3]=1[CH:4]=[O:5].Br[CH2:13][C:14]([O:16][CH3:17])=[O:15].C(=O)([O-])[O-].[K+].[K+], predict the reaction product. (4) Given the reactants [F:1][C:2]1[CH:7]=[CH:6][C:5]([CH2:8][C:9]([OH:11])=O)=[CH:4][CH:3]=1.S(Cl)([Cl:14])=O, predict the reaction product. The product is: [F:1][C:2]1[CH:7]=[CH:6][C:5]([CH2:8][C:9]([Cl:14])=[O:11])=[CH:4][CH:3]=1. (5) Given the reactants Cl[CH2:2][CH2:3][CH2:4][CH2:5][C:6]([C:8]1[CH:13]=[CH:12][CH:11]=[CH:10][C:9]=1[C:14]([F:17])([F:16])[F:15])=[O:7].[NH:18]1[CH2:23][CH2:22][CH:21]([C:24]2[CH:25]=[C:26]([NH:30][C:31](=[O:34])[CH2:32][CH3:33])[CH:27]=[CH:28][CH:29]=2)[CH2:20][CH2:19]1, predict the reaction product. The product is: [O:7]=[C:6]([C:8]1[CH:13]=[CH:12][CH:11]=[CH:10][C:9]=1[C:14]([F:17])([F:16])[F:15])[CH2:5][CH2:4][CH2:3][CH2:2][N:18]1[CH2:23][CH2:22][CH:21]([C:24]2[CH:25]=[C:26]([NH:30][C:31](=[O:34])[CH2:32][CH3:33])[CH:27]=[CH:28][CH:29]=2)[CH2:20][CH2:19]1.